Dataset: NCI-60 drug combinations with 297,098 pairs across 59 cell lines. Task: Regression. Given two drug SMILES strings and cell line genomic features, predict the synergy score measuring deviation from expected non-interaction effect. (1) Drug 1: CCCS(=O)(=O)NC1=C(C(=C(C=C1)F)C(=O)C2=CNC3=C2C=C(C=N3)C4=CC=C(C=C4)Cl)F. Drug 2: C1=CC(=CC=C1CCC2=CNC3=C2C(=O)NC(=N3)N)C(=O)NC(CCC(=O)O)C(=O)O. Cell line: NCI-H460. Synergy scores: CSS=35.3, Synergy_ZIP=1.56, Synergy_Bliss=-1.36, Synergy_Loewe=-24.1, Synergy_HSA=-2.34. (2) Drug 2: N.N.Cl[Pt+2]Cl. Synergy scores: CSS=48.6, Synergy_ZIP=-1.33, Synergy_Bliss=-3.93, Synergy_Loewe=-22.9, Synergy_HSA=-3.15. Drug 1: CCCCCOC(=O)NC1=NC(=O)N(C=C1F)C2C(C(C(O2)C)O)O. Cell line: SF-539.